From a dataset of Full USPTO retrosynthesis dataset with 1.9M reactions from patents (1976-2016). Predict the reactants needed to synthesize the given product. (1) Given the product [C:5]1([CH2:8][CH2:9][C:10]2[CH:15]=[C:14]([NH2:16])[CH:13]=[N:12][CH:11]=2)[CH:4]=[CH:3][CH:2]=[CH:7][CH:6]=1, predict the reactants needed to synthesize it. The reactants are: Cl[C:2]1[CH:7]=[CH:6][C:5]([C:8]#[C:9][C:10]2[CH:11]=[N:12][CH:13]=[C:14]([N+:16]([O-])=O)[CH:15]=2)=[CH:4][CH:3]=1.[H][H]. (2) Given the product [CH2:25]([N:12]1[CH2:13][CH2:14][N:9]([C:6]2[CH:7]=[CH:8][C:3]([O:2][CH3:1])=[CH:4][C:5]=2[CH:15]2[CH2:20][C:19]([CH3:22])([CH3:21])[CH2:18][C:17]([CH3:24])([CH3:23])[CH2:16]2)[CH2:10][CH2:11]1)[CH2:26][CH2:27][CH3:28], predict the reactants needed to synthesize it. The reactants are: [CH3:1][O:2][C:3]1[CH:8]=[CH:7][C:6]([N:9]2[CH2:14][CH2:13][NH:12][CH2:11][CH2:10]2)=[C:5]([CH:15]2[CH2:20][C:19]([CH3:22])([CH3:21])[CH2:18][C:17]([CH3:24])([CH3:23])[CH2:16]2)[CH:4]=1.[CH:25](=O)[CH2:26][CH2:27][CH3:28].C(O[BH-](OC(=O)C)OC(=O)C)(=O)C.[Na+].C(O)(=O)C.C(=O)([O-])O.[Na+]. (3) Given the product [S:18]1[CH:19]=[CH:20][CH:21]=[C:17]1[C:12]1[CH:13]=[CH:14][CH:15]=[CH:16][C:11]=1[C:9]([N:2]1[CH2:3][CH:4]2[CH2:8][N:7]([C:23]3[O:24][C:25]4[CH:31]=[CH:30][CH:29]=[CH:28][C:26]=4[N:27]=3)[CH2:6][CH:5]2[CH2:1]1)=[O:10], predict the reactants needed to synthesize it. The reactants are: [CH2:1]1[CH:5]2[CH2:6][NH:7][CH2:8][CH:4]2[CH2:3][N:2]1[C:9]([C:11]1[CH:16]=[CH:15][CH:14]=[CH:13][C:12]=1[C:17]1[S:18][CH:19]=[CH:20][CH:21]=1)=[O:10].Cl[C:23]1[O:24][C:25]2[CH:31]=[CH:30][CH:29]=[CH:28][C:26]=2[N:27]=1. (4) Given the product [Cl:26][C:5]1[CH:6]=[C:7]2[C:12](=[CH:3][CH:4]=1)[N:11]=[C:10]([C:13]1([C:16]3[CH:17]=[CH:18][CH:19]=[CH:20][CH:21]=3)[CH2:14][CH2:15]1)[C:9]([OH:22])=[C:8]2[C:23]([OH:25])=[O:24], predict the reactants needed to synthesize it. The reactants are: C([C:3]1[CH:4]=[CH:5][CH:6]=[C:7]2[C:12]=1[N:11]=[C:10]([C:13]1([C:16]3[CH:21]=[CH:20][CH:19]=[CH:18][CH:17]=3)[CH2:15][CH2:14]1)[C:9]([OH:22])=[C:8]2[C:23]([OH:25])=[O:24])C.[Cl:26]C1C=C2C(=CC=1)NC(=O)C2=O. (5) Given the product [C:13]([C:15]1[CH:22]=[CH:21][C:18]([CH:19]2[C:3]([P:4](=[O:11])([O:8][CH2:9][CH3:10])[O:5][CH2:6][CH3:7])=[C:2]([CH3:12])[N:31]([C:27]3[CH:28]=[CH:29][CH:30]=[C:25]([C:24]([F:35])([F:36])[F:23])[CH:26]=3)[C:32](=[O:33])[NH:34]2)=[CH:17][CH:16]=1)#[N:14], predict the reactants needed to synthesize it. The reactants are: O=[C:2]([CH3:12])[CH2:3][P:4](=[O:11])([O:8][CH2:9][CH3:10])[O:5][CH2:6][CH3:7].[C:13]([C:15]1[CH:22]=[CH:21][C:18]([CH:19]=O)=[CH:17][CH:16]=1)#[N:14].[F:23][C:24]([F:36])([F:35])[C:25]1[CH:26]=[C:27]([NH:31][C:32]([NH2:34])=[O:33])[CH:28]=[CH:29][CH:30]=1. (6) Given the product [NH2:23][C:22]1[N:6]([C:8]2[C:9]([CH3:14])=[N:10][CH:11]=[CH:12][CH:13]=2)[N:7]=[CH:18][C:19]=1[C:20]#[N:21], predict the reactants needed to synthesize it. The reactants are: C(=O)([O-])[O-].Cl.[NH:6]([C:8]1[C:9]([CH3:14])=[N:10][CH:11]=[CH:12][CH:13]=1)[NH2:7].C(O[CH:18]=[C:19]([C:22]#[N:23])[C:20]#[N:21])C. (7) Given the product [CH2:1]([NH:5][C:6]1[N:11]=[C:10]([C:12]2[C:13]([C:22]3[CH:27]=[CH:26][C:25]([F:28])=[CH:24][CH:23]=3)=[N:14][N:15]3[C:20]([NH:33][CH2:32][CH2:31][O:30][CH3:29])=[CH:19][CH:18]=[CH:17][C:16]=23)[CH:9]=[CH:8][N:7]=1)[CH2:2][CH2:3][CH3:4], predict the reactants needed to synthesize it. The reactants are: [CH2:1]([NH:5][C:6]1[N:11]=[C:10]([C:12]2[C:13]([C:22]3[CH:27]=[CH:26][C:25]([F:28])=[CH:24][CH:23]=3)=[N:14][N:15]3[C:20](Cl)=[CH:19][CH:18]=[CH:17][C:16]=23)[CH:9]=[CH:8][N:7]=1)[CH2:2][CH2:3][CH3:4].[CH3:29][O:30][CH2:31][CH2:32][NH2:33].